This data is from Forward reaction prediction with 1.9M reactions from USPTO patents (1976-2016). The task is: Predict the product of the given reaction. (1) Given the reactants [Si]([O:8][C@H:9]1[CH2:13][N:12](C(OC(C)(C)C)=O)[C@H:11]([C:21]([CH3:23])=[CH2:22])[CH2:10]1)(C(C)(C)C)(C)C, predict the reaction product. The product is: [CH3:22][CH:21]([C@H:11]1[NH:12][CH2:13][C@H:9]([OH:8])[CH2:10]1)[CH3:23]. (2) Given the reactants [C:1](Cl)(=O)C.[NH2:5][C:6]1[CH:14]=[CH:13][C:9]([C:10]([OH:12])=[O:11])=[C:8]([Cl:15])[CH:7]=1, predict the reaction product. The product is: [NH2:5][C:6]1[CH:14]=[CH:13][C:9]([C:10]([O:12][CH3:1])=[O:11])=[C:8]([Cl:15])[CH:7]=1.